Dataset: Reaction yield outcomes from USPTO patents with 853,638 reactions. Task: Predict the reaction yield, written as a fraction of the theoretical maximum amount of product (1.0 means a 100% yield; for example, 0.34 means a 34% yield). (1) The reactants are [C:1]([NH:8][CH2:9][C:10]([OH:12])=O)([O:3][C:4]([CH3:7])([CH3:6])[CH3:5])=[O:2].CCN=C=NCCCN(C)C.Cl.C1C=CC2N(O)N=NC=2C=1.C(N(CC)C(C)C)(C)C.[NH2:44][CH2:45][C:46]1[CH:51]=[CH:50][C:49]([N:52]2[C:56]([NH:57][C:58]([NH:60][C:61]3[CH:66]=[CH:65][C:64]([O:67][C:68]4[CH:73]=[CH:72][N:71]=[CH:70][CH:69]=4)=[CH:63][CH:62]=3)=[O:59])=[CH:55][C:54]([C:74]([CH3:77])([CH3:76])[CH3:75])=[N:53]2)=[CH:48][CH:47]=1. The yield is 0.110. The catalyst is C1COCC1.C(#N)C. The product is [C:4]([O:3][C:1](=[O:2])[NH:8][CH2:9][C:10](=[O:12])[NH:44][CH2:45][C:46]1[CH:51]=[CH:50][C:49]([N:52]2[C:56]([NH:57][C:58]([NH:60][C:61]3[CH:66]=[CH:65][C:64]([O:67][C:68]4[CH:69]=[CH:70][N:71]=[CH:72][CH:73]=4)=[CH:63][CH:62]=3)=[O:59])=[CH:55][C:54]([C:74]([CH3:77])([CH3:76])[CH3:75])=[N:53]2)=[CH:48][CH:47]=1)([CH3:5])([CH3:6])[CH3:7]. (2) The reactants are [CH3:1][O:2][C:3]1[CH:4]=[C:5]2[C:10](=[CH:11][CH:12]=1)[NH:9][C:8](=O)[C:7]([CH3:14])=[N:6]2.COC1C=C2C(N=C(C)C(=O)N2)=CC=1.O=P(Cl)(Cl)[Cl:31]. No catalyst specified. The product is [Cl:31][C:8]1[C:7]([CH3:14])=[N:6][C:5]2[C:10](=[CH:11][CH:12]=[C:3]([O:2][CH3:1])[CH:4]=2)[N:9]=1. The yield is 0.387.